Dataset: Reaction yield outcomes from USPTO patents with 853,638 reactions. Task: Predict the reaction yield, written as a fraction of the theoretical maximum amount of product (1.0 means a 100% yield; for example, 0.34 means a 34% yield). (1) The reactants are [C:1]([O:12][CH2:13][CH:14]=[CH2:15])(=[O:11])[CH2:2][NH:3][CH2:4][C:5]([O:7][CH2:8][CH:9]=[CH2:10])=[O:6].[C:16]1(=[O:22])[O:21][C:19](=[O:20])[CH2:18][CH2:17]1. The catalyst is C(Cl)(Cl)Cl. The product is [CH2:13]([O:12][C:1]([CH2:2][N:3]([CH2:4][C:5]([O:7][CH2:8][CH:9]=[CH2:10])=[O:6])[C:16]([CH2:17][CH2:18][C:19]([OH:21])=[O:20])=[O:22])=[O:11])[CH:14]=[CH2:15]. The yield is 0.510. (2) The reactants are [Cl:1][C:2]1[N:3]=[C:4](Cl)[C:5]2[O:10][C:9]([C:11]3[CH:16]=[CH:15][CH:14]=[CH:13][CH:12]=3)=[CH:8][C:6]=2[N:7]=1.[NH:18]1[CH2:23][CH2:22][O:21][CH2:20][CH2:19]1. The catalyst is CO. The product is [Cl:1][C:2]1[N:3]=[C:4]([N:18]2[CH2:23][CH2:22][O:21][CH2:20][CH2:19]2)[C:5]2[O:10][C:9]([C:11]3[CH:16]=[CH:15][CH:14]=[CH:13][CH:12]=3)=[CH:8][C:6]=2[N:7]=1. The yield is 0.830. (3) The reactants are C(NC(C)C)(C)C.C([Li])CCC.[I:13][C:14]1[CH:19]=[CH:18][C:17]([CH2:20][C:21]([OH:23])=[O:22])=[CH:16][CH:15]=1.I[CH2:25][CH:26]1[CH2:30][CH2:29][CH2:28][CH2:27]1. The product is [CH:26]1([CH2:25][CH:20]([C:17]2[CH:16]=[CH:15][C:14]([I:13])=[CH:19][CH:18]=2)[C:21]([OH:23])=[O:22])[CH2:30][CH2:29][CH2:28][CH2:27]1. The yield is 0.700. The catalyst is O1CCCC1.CN1CCCN(C)C1=O.